Dataset: Forward reaction prediction with 1.9M reactions from USPTO patents (1976-2016). Task: Predict the product of the given reaction. Given the reactants [NH2:1][C:2]1[N:3]([CH3:23])[C:4](=[O:22])[C:5]2([N:21]=1)[C@H:18]1[C@@H:13]([CH2:14][CH:15]([OH:19])[CH2:16][CH2:17]1)[O:12][C:11]1[C:6]2=[CH:7][C:8]([Br:20])=[CH:9][CH:10]=1.IC.[C:26]([O-])([O-])=O.[Cs+].[Cs+].CN(C=O)C, predict the reaction product. The product is: [NH2:1][C:2]1[N:3]([CH3:23])[C:4](=[O:22])[C:5]2([N:21]=1)[C@H:18]1[C@@H:13]([CH2:14][CH:15]([O:19][CH3:26])[CH2:16][CH2:17]1)[O:12][C:11]1[C:6]2=[CH:7][C:8]([Br:20])=[CH:9][CH:10]=1.